From a dataset of Acute oral toxicity (LD50) regression data from Zhu et al.. Regression/Classification. Given a drug SMILES string, predict its toxicity properties. Task type varies by dataset: regression for continuous values (e.g., LD50, hERG inhibition percentage) or binary classification for toxic/non-toxic outcomes (e.g., AMES mutagenicity, cardiotoxicity, hepatotoxicity). Dataset: ld50_zhu. (1) The molecule is CC(=O)Nc1c(I)c(C(=O)O)c(I)c(N(C)C(C)=O)c1I. The rat oral LD50 is 1.22, given as -log10 of the dose in mol/kg body weight (higher means more acutely toxic). (2) The rat oral LD50 is 1.59, given as -log10 of the dose in mol/kg body weight (higher means more acutely toxic). The drug is C=CC=COC. (3) The molecule is CCO[Si](C)(C)CCl. The rat oral LD50 is 1.99, given as -log10 of the dose in mol/kg body weight (higher means more acutely toxic). (4) The molecule is OC(C1CO1)C(O)C1CO1. The rat oral LD50 is 4.02, given as -log10 of the dose in mol/kg body weight (higher means more acutely toxic).